Task: Predict the product of the given reaction.. Dataset: Forward reaction prediction with 1.9M reactions from USPTO patents (1976-2016) (1) Given the reactants C([Li])CCC.[CH3:6][P:7](=[O:14])([O:11][CH2:12][CH3:13])[O:8][CH2:9][CH3:10].[CH2:15]([O:22][C@H:23]1[C@H:28]([O:29][CH2:30][C:31]2[CH:36]=[CH:35][CH:34]=[CH:33][CH:32]=2)[C@H:27]([O:37][CH2:38][C:39]2[CH:44]=[CH:43][CH:42]=[CH:41][CH:40]=2)[C@H:26]([CH3:45])[O:25][C:24]1=[O:46])[C:16]1[CH:21]=[CH:20][CH:19]=[CH:18][CH:17]=1, predict the reaction product. The product is: [CH2:15]([O:22][C@H:23]1[C@H:28]([O:29][CH2:30][C:31]2[CH:36]=[CH:35][CH:34]=[CH:33][CH:32]=2)[C@H:27]([O:37][CH2:38][C:39]2[CH:40]=[CH:41][CH:42]=[CH:43][CH:44]=2)[C@H:26]([CH3:45])[O:25][C@@:24]1([CH2:6][P:7](=[O:14])([O:11][CH2:12][CH3:13])[O:8][CH2:9][CH3:10])[OH:46])[C:16]1[CH:21]=[CH:20][CH:19]=[CH:18][CH:17]=1. (2) Given the reactants [CH:1]1([C:4]2[N:5]=[C:6]3[C:12]([C:13]([NH:15][CH:16]4[C:21]([CH3:23])([CH3:22])[CH2:20][CH2:19][N:18]([S:24]([CH3:27])(=[O:26])=[O:25])[CH2:17]4)=[O:14])=[CH:11][N:10](COCC[Si](C)(C)C)[C:7]3=[N:8][CH:9]=2)[CH2:3][CH2:2]1.C(O)(C(F)(F)F)=O.C(N)CN, predict the reaction product. The product is: [CH3:27][S:24]([N:18]1[CH2:19][CH2:20][C:21]([CH3:23])([CH3:22])[CH:16]([NH:15][C:13]([C:12]2[C:6]3[C:7](=[N:8][CH:9]=[C:4]([CH:1]4[CH2:2][CH2:3]4)[N:5]=3)[NH:10][CH:11]=2)=[O:14])[CH2:17]1)(=[O:26])=[O:25]. (3) Given the reactants Cl[C:2]1[S:3][C:4]([CH2:22][N:23]2[CH2:28][CH2:27][O:26][CH2:25][CH2:24]2)=[CH:5][C:6]=1[C:7](=[O:21])/[C:8](=[N:13]/[NH:14][C:15]1[CH:20]=[CH:19][CH:18]=[CH:17][CH:16]=1)/[C:9]([O:11][CH3:12])=[O:10].[H-].[Na+], predict the reaction product. The product is: [N:23]1([CH2:22][C:4]2[S:3][C:2]3[N:14]([C:15]4[CH:20]=[CH:19][CH:18]=[CH:17][CH:16]=4)[N:13]=[C:8]([C:9]([O:11][CH3:12])=[O:10])[C:7](=[O:21])[C:6]=3[CH:5]=2)[CH2:28][CH2:27][O:26][CH2:25][CH2:24]1.